This data is from Reaction yield outcomes from USPTO patents with 853,638 reactions. The task is: Predict the reaction yield, written as a fraction of the theoretical maximum amount of product (1.0 means a 100% yield; for example, 0.34 means a 34% yield). (1) The yield is 0.560. The reactants are ClC1C=[C:4]([CH2:9][S:10](Cl)(=O)=O)C=C(Cl)C=1.NC1C(OC)=NC(Cl)=CC=1.Cl[C:25]1[CH:26]=[C:27]([CH2:32][S:33]([NH:36][C:37]2[C:38]([O:44]C)=[N:39][C:40]([Cl:43])=[CH:41][CH:42]=2)(=[O:35])=[O:34])[CH:28]=[C:29]([Cl:31])[CH:30]=1.C([S-])C.[Na+]. The product is [Cl:43][C:40]1[N:39]=[C:38]([OH:44])[C:37]([NH:36][S:33]([CH2:32][C:27]2[CH:26]=[C:25]([S:10][CH2:9][CH3:4])[CH:30]=[C:29]([Cl:31])[CH:28]=2)(=[O:35])=[O:34])=[CH:42][CH:41]=1. The catalyst is CN(C=O)C.O.C(O)(=O)C. (2) The reactants are [CH2:1]([N:8]1[CH2:13][CH2:12][CH2:11][CH:10]([CH:14]([C:16]2[C:17]3[CH:24]=[CH:23][N:22]([CH2:25][O:26][CH2:27][CH2:28][Si:29]([CH3:32])([CH3:31])[CH3:30])[C:18]=3[N:19]=[CH:20][N:21]=2)[OH:15])[CH2:9]1)[C:2]1[CH:7]=[CH:6][CH:5]=[CH:4][CH:3]=1.CC(OI1(OC(C)=O)(OC(C)=O)OC(=O)C2C=CC=CC1=2)=O. The catalyst is C(Cl)Cl. The product is [CH2:1]([N:8]1[CH2:13][CH2:12][CH2:11][CH:10]([C:14]([C:16]2[C:17]3[CH:24]=[CH:23][N:22]([CH2:25][O:26][CH2:27][CH2:28][Si:29]([CH3:32])([CH3:31])[CH3:30])[C:18]=3[N:19]=[CH:20][N:21]=2)=[O:15])[CH2:9]1)[C:2]1[CH:3]=[CH:4][CH:5]=[CH:6][CH:7]=1. The yield is 0.610. (3) The reactants are [C:1]([C:3]1[CH:4]=[C:5]([CH:13]([CH2:17][CH:18]2[CH2:22][CH2:21][CH2:20][CH2:19]2)[C:14](O)=[O:15])[CH:6]=[CH:7][C:8]=1[S:9]([CH3:12])(=[O:11])=[O:10])#[N:2].C(Cl)(=O)C(Cl)=O.[NH2:29][C:30]1[CH:39]=[CH:38][C:37]2[C:32](=[CH:33][CH:34]=[CH:35][CH:36]=2)[N:31]=1.C(N(CC)CC)C.Cl. The catalyst is C(Cl)Cl.CN(C)C=O.O.C(OCC)(=O)C. The product is [C:1]([C:3]1[CH:4]=[C:5]([CH:13]([CH2:17][CH:18]2[CH2:19][CH2:20][CH2:21][CH2:22]2)[C:14]([NH:29][C:30]2[CH:39]=[CH:38][C:37]3[C:32](=[CH:33][CH:34]=[CH:35][CH:36]=3)[N:31]=2)=[O:15])[CH:6]=[CH:7][C:8]=1[S:9]([CH3:12])(=[O:11])=[O:10])#[N:2]. The yield is 0.300. (4) The product is [O:3]1[C:4]2([CH2:9][CH2:8][CH:7]([NH2:12])[CH2:6][CH2:5]2)[O:11][CH2:1][CH2:2]1. The reactants are [CH2:1]1[O:11][C:4]2([CH2:9][CH2:8][C:7](=O)[CH2:6][CH2:5]2)[O:3][CH2:2]1.[NH3:12].[H][H]. The catalyst is CO.[Pd]. The yield is 1.00. (5) The reactants are P(Cl)(Cl)([Cl:3])=O.[CH2:6]([O:13][C:14]1[CH:23]=[C:22]2[C:17]([C:18](=O)[NH:19][CH:20]=[N:21]2)=[CH:16][C:15]=1[O:25][CH3:26])[C:7]1[CH:12]=[CH:11][CH:10]=[CH:9][CH:8]=1.C(N(C(C)C)CC)(C)C.[OH-].[Na+]. No catalyst specified. The product is [CH2:6]([O:13][C:14]1[CH:23]=[C:22]2[C:17]([C:18]([Cl:3])=[N:19][CH:20]=[N:21]2)=[CH:16][C:15]=1[O:25][CH3:26])[C:7]1[CH:12]=[CH:11][CH:10]=[CH:9][CH:8]=1. The yield is 0.990.